Task: Predict which catalyst facilitates the given reaction.. Dataset: Catalyst prediction with 721,799 reactions and 888 catalyst types from USPTO (1) Reactant: C[O:2][C:3]1[CH:23]=[CH:22][C:6]2[C:7]([CH:10]([CH2:13][C:14]3[CH:19]=[CH:18][C:17]([O:20]C)=[CH:16][CH:15]=3)[C:11]#[N:12])=[N:8][O:9][C:5]=2[CH:4]=1.B(Br)(Br)Br.O. Product: [OH:2][C:3]1[CH:23]=[CH:22][C:6]2[C:7]([CH:10]([CH2:13][C:14]3[CH:19]=[CH:18][C:17]([OH:20])=[CH:16][CH:15]=3)[C:11]#[N:12])=[N:8][O:9][C:5]=2[CH:4]=1. The catalyst class is: 2. (2) Reactant: [C:1]1([CH3:11])[CH:6]=[CH:5][C:4]([S:7](Cl)(=[O:9])=[O:8])=[CH:3][CH:2]=1.[C:12]([O:16][C:17]([N:19]1[CH2:23][CH2:22][C@H:21]([OH:24])[CH2:20]1)=[O:18])([CH3:15])([CH3:14])[CH3:13].C(N(CC)CC)C.Cl. Product: [C:12]([O:16][C:17]([N:19]1[CH2:23][CH2:22][C@H:21]([O:24][S:7]([C:4]2[CH:5]=[CH:6][C:1]([CH3:11])=[CH:2][CH:3]=2)(=[O:9])=[O:8])[CH2:20]1)=[O:18])([CH3:15])([CH3:13])[CH3:14]. The catalyst class is: 64. (3) Reactant: [CH2:1]([O:8][C:9]1[CH:16]=[CH:15][C:12]([CH:13]=O)=[CH:11][C:10]=1[O:17][CH3:18])[C:2]1[CH:7]=[CH:6][CH:5]=[CH:4][CH:3]=1.C(OP([CH2:27][C:28]([O:30][CH2:31][CH3:32])=[O:29])(OCC)=O)C.C(=O)([O-])[O-].[K+].[K+]. Product: [CH3:18][O:17][C:10]1[CH:11]=[C:12]([CH:13]=[CH:27][C:28]([O:30][CH2:31][CH3:32])=[O:29])[CH:15]=[CH:16][C:9]=1[O:8][CH2:1][C:2]1[CH:7]=[CH:6][CH:5]=[CH:4][CH:3]=1. The catalyst class is: 6. (4) Reactant: [Cl:1][C:2]1[C:3]([F:28])=[C:4]([CH:8]2[C:12]([C:15]3[CH:20]=[CH:19][C:18]([Cl:21])=[CH:17][C:16]=3[F:22])([C:13]#[N:14])[CH:11]([CH2:23][C:24]([CH3:27])([CH3:26])[CH3:25])[CH2:10][NH:9]2)[CH:5]=[CH:6][CH:7]=1.[CH3:29][O:30][C:31](=[O:41])[C:32]1[CH:37]=[CH:36][C:35]([N:38]=[C:39]=[O:40])=[CH:34][CH:33]=1. Product: [CH3:29][O:30][C:31](=[O:41])[C:32]1[CH:33]=[CH:34][C:35]([NH:38][C:39]([N:9]2[CH2:10][C@@H:11]([CH2:23][C:24]([CH3:25])([CH3:27])[CH3:26])[C@@:12]([C:15]3[CH:20]=[CH:19][C:18]([Cl:21])=[CH:17][C:16]=3[F:22])([C:13]#[N:14])[C@H:8]2[C:4]2[CH:5]=[CH:6][CH:7]=[C:2]([Cl:1])[C:3]=2[F:28])=[O:40])=[CH:36][CH:37]=1. The catalyst class is: 2. (5) Reactant: [Br:1][CH:2]=[C:3]1[CH2:8][CH2:7][N:6](C(OC(C)(C)C)=O)[CH2:5][CH2:4]1.[C:16]([OH:22])([C:18]([F:21])([F:20])[F:19])=[O:17]. Product: [F:19][C:18]([F:21])([F:20])[C:16]([OH:22])=[O:17].[Br:1][CH:2]=[C:3]1[CH2:8][CH2:7][NH:6][CH2:5][CH2:4]1. The catalyst class is: 2. (6) Reactant: [Cl:1][C:2]1[CH:10]=[C:9]2[C:5]([CH:6]=[C:7]([CH:11]=O)[NH:8]2)=[CH:4][CH:3]=1.[Cl:13][C:14]1[CH:19]=[CH:18][C:17]([NH2:20])=[CH:16][CH:15]=1.[O-]S([O-])(=O)=O.[Mg+2].C(N(CC)CC)C.[Cl:34][C:35]1[CH:40]=[CH:39][C:38]([CH2:41][C:42](Cl)=[O:43])=[CH:37][CH:36]=1. Product: [Cl:1][C:2]1[CH:10]=[C:9]2[C:5]([CH:6]=[C:7]([CH:11]3[N:20]([C:17]4[CH:18]=[CH:19][C:14]([Cl:13])=[CH:15][CH:16]=4)[C:42](=[O:43])[CH:41]3[C:38]3[CH:39]=[CH:40][C:35]([Cl:34])=[CH:36][CH:37]=3)[NH:8]2)=[CH:4][CH:3]=1. The catalyst class is: 2. (7) Product: [CH2:1]([O:3][C:4]([C:6]1[C:10]([CH3:11])=[CH:9][NH:8][C:7]=1[CH2:12][CH2:13][NH:14][CH2:15][CH2:16][N:17]1[CH2:22][CH2:21][O:20][CH2:19][CH2:18]1)=[O:5])[CH3:2]. Reactant: [CH2:1]([O:3][C:4]([C:6]1[C:10]([CH3:11])=[CH:9][NH:8][C:7]=1[CH2:12][C:13](=O)[NH:14][CH2:15][CH2:16][N:17]1[CH2:22][CH2:21][O:20][CH2:19][CH2:18]1)=[O:5])[CH3:2].O.Cl.[OH-].[Na+]. The catalyst class is: 7. (8) Reactant: [C:1]([NH:6][C:7]1[CH:12]=[CH:11][C:10]([CH:13]2[C:22]([CH3:24])([CH3:23])[CH2:21][C:20]3[C:15](=[CH:16][CH:17]=[C:18]([C:25]([O:27]C)=[O:26])[CH:19]=3)[NH:14]2)=[CH:9][CH:8]=1)(=[O:5])[CH:2]([CH3:4])[CH3:3].[OH-].[Na+]. Product: [C:1]([NH:6][C:7]1[CH:8]=[CH:9][C:10]([CH:13]2[C:22]([CH3:23])([CH3:24])[CH2:21][C:20]3[C:15](=[CH:16][CH:17]=[C:18]([C:25]([OH:27])=[O:26])[CH:19]=3)[NH:14]2)=[CH:11][CH:12]=1)(=[O:5])[CH:2]([CH3:4])[CH3:3]. The catalyst class is: 24.